This data is from Orexin1 receptor HTS with 218,158 compounds and 233 confirmed actives. The task is: Binary Classification. Given a drug SMILES string, predict its activity (active/inactive) in a high-throughput screening assay against a specified biological target. (1) The drug is Fc1cc(CC2(CCN(CC2)Cc2c(nn(c2)CCC)C)C(OCC)=O)ccc1. The result is 0 (inactive). (2) The molecule is Clc1cc(NC(=O)CSc2nn(c3ccccc3)cn2)ccc1OC. The result is 0 (inactive). (3) The compound is O=C1NCCN(CC(C)(C)C)C1CC(=O)NCCc1cc(OC)ccc1. The result is 0 (inactive). (4) The compound is Brc1ccc(SCC(N2CCN(CCC2=O)CCC)Cc2ccccc2)cc1. The result is 0 (inactive). (5) The molecule is S(=O)(=O)(NCCC(O)=O)c1c(cccc1)C(F)(F)F. The result is 0 (inactive). (6) The compound is O(c1ccc(CN2CCC(n3nccc3NC(=O)c3c(OC)cccc3)CC2)cc1)CC. The result is 0 (inactive).